From a dataset of Forward reaction prediction with 1.9M reactions from USPTO patents (1976-2016). Predict the product of the given reaction. (1) Given the reactants [CH2:1]([C:5]([CH2:11][CH2:12][CH2:13][CH3:14])([CH2:8][O:9][CH3:10])[CH2:6][OH:7])[CH2:2][CH2:3][CH3:4].[Si:15](Cl)([C:18]([CH3:21])([CH3:20])[CH3:19])([CH3:17])[CH3:16], predict the reaction product. The product is: [CH2:1]([C:5]([CH2:11][CH2:12][CH2:13][CH3:14])([CH2:6][O:7][Si:15]([C:18]([CH3:21])([CH3:20])[CH3:19])([CH3:17])[CH3:16])[CH2:8][O:9][CH3:10])[CH2:2][CH2:3][CH3:4]. (2) Given the reactants [C:1]([C:5]1[N:10]=[C:9]([N:11]2[CH2:16][CH2:15][N:14]([CH2:17][CH2:18][CH2:19][CH2:20][NH2:21])[CH2:13][CH2:12]2)[CH:8]=[C:7]([C:22]([F:25])([F:24])[F:23])[N:6]=1)([CH3:4])([CH3:3])[CH3:2].C1N=CN([C:31](N2C=NC=C2)=[O:32])C=1.[N:38]1([C:44]2[N:49]=[CH:48][CH:47]=[CH:46][N:45]=2)[CH2:43][CH2:42][NH:41][CH2:40][CH2:39]1, predict the reaction product. The product is: [C:1]([C:5]1[N:10]=[C:9]([N:11]2[CH2:16][CH2:15][N:14]([CH2:17][CH2:18][CH2:19][CH2:20][NH:21][C:31]([N:41]3[CH2:42][CH2:43][N:38]([C:44]4[N:45]=[CH:46][CH:47]=[CH:48][N:49]=4)[CH2:39][CH2:40]3)=[O:32])[CH2:13][CH2:12]2)[CH:8]=[C:7]([C:22]([F:24])([F:25])[F:23])[N:6]=1)([CH3:4])([CH3:2])[CH3:3]. (3) Given the reactants CC(OI1(OC(C)=O)(OC(C)=O)OC(=O)C2C=CC=CC1=2)=O.[CH3:23][O:24][C:25](=[O:35])[CH2:26][C:27]1[CH:32]=[CH:31][C:30]([CH2:33][OH:34])=[CH:29][CH:28]=1.S([O-])([O-])(=O)=S.[Na+].[Na+], predict the reaction product. The product is: [CH3:23][O:24][C:25](=[O:35])[CH2:26][C:27]1[CH:32]=[CH:31][C:30]([CH:33]=[O:34])=[CH:29][CH:28]=1. (4) Given the reactants [F:1][C:2]([F:12])([F:11])[C:3]1[N:8]=[CH:7][C:6]([CH2:9]O)=[CH:5][CH:4]=1.O=P(Cl)(Cl)[Cl:15].O, predict the reaction product. The product is: [Cl:15][CH2:9][C:6]1[CH:5]=[CH:4][C:3]([C:2]([F:12])([F:11])[F:1])=[N:8][CH:7]=1. (5) Given the reactants [Cl:1][C:2]1[C:7]([CH3:8])=[C:6]([Cl:9])[CH:5]=[CH:4][N:3]=1.C1C(=O)N([Br:17])C(=O)C1.C(OOC(=O)C1C=CC=CC=1)(=O)C1C=CC=CC=1, predict the reaction product. The product is: [Br:17][CH2:8][C:7]1[C:2]([Cl:1])=[N:3][CH:4]=[CH:5][C:6]=1[Cl:9]. (6) Given the reactants [CH3:1][C:2]1([CH3:22])[C:6]([CH3:8])([CH3:7])[O:5][B:4]([C:9]2[CH:14]=[CH:13][C:12]([N:15]3[CH2:20][CH2:19][CH:18]([OH:21])[CH2:17][CH2:16]3)=[CH:11][CH:10]=2)[O:3]1.[H-].[Na+].[CH3:25]I, predict the reaction product. The product is: [CH3:25][O:21][CH:18]1[CH2:19][CH2:20][N:15]([C:12]2[CH:11]=[CH:10][C:9]([B:4]3[O:3][C:2]([CH3:22])([CH3:1])[C:6]([CH3:7])([CH3:8])[O:5]3)=[CH:14][CH:13]=2)[CH2:16][CH2:17]1. (7) Given the reactants [NH2:1][CH:2]([C:6]#[N:7])[C:3]([NH2:5])=[O:4].[C:8](OCC)(OCC)(OCC)C.[C:19]([NH:26][C:27]1[CH:32]=[CH:31][C:30]([NH2:33])=[CH:29][CH:28]=1)([O:21][C:22]([CH3:25])([CH3:24])[CH3:23])=[O:20], predict the reaction product. The product is: [NH2:7][C:6]1[N:33]([C:30]2[CH:29]=[CH:28][C:27]([NH:26][C:19](=[O:20])[O:21][C:22]([CH3:25])([CH3:24])[CH3:23])=[CH:32][CH:31]=2)[CH:8]=[N:1][C:2]=1[C:3](=[O:4])[NH2:5]. (8) The product is: [OH:1][C:2]([CH:5]1[CH2:6][CH2:7][N:8]([CH2:11][C:12]2[CH:13]=[CH:14][C:15]([N+:28]([O-:30])=[O:29])=[C:16]([NH:18][C@@H:19]3[CH2:20][CH2:21][C@H:22]([C:25]([NH2:33])=[O:27])[CH2:23][CH2:24]3)[CH:17]=2)[CH2:9][CH2:10]1)([CH3:4])[CH3:3]. Given the reactants [OH:1][C:2]([CH:5]1[CH2:10][CH2:9][N:8]([CH2:11][C:12]2[CH:13]=[CH:14][C:15]([N+:28]([O-:30])=[O:29])=[C:16]([NH:18][C@@H:19]3[CH2:24][CH2:23][C@H:22]([C:25]([OH:27])=O)[CH2:21][CH2:20]3)[CH:17]=2)[CH2:7][CH2:6]1)([CH3:4])[CH3:3].C1N=C[N:33](C(N2C=NC=C2)=O)C=1.[OH-].[NH4+], predict the reaction product. (9) Given the reactants Cl[C:2]1[CH:3]=[CH:4][C:5]2[N:6]([C:8]([C:11]3[CH:16]=[CH:15][CH:14]=[C:13]([O:17][C:18]([F:21])([F:20])[F:19])[CH:12]=3)=[CH:9][N:10]=2)[N:7]=1.Cl.[NH2:23][CH2:24][CH2:25][C:26]([CH3:29])([OH:28])[CH3:27].C([O-])(O)=O.[Na+], predict the reaction product. The product is: [CH3:27][C:26]([OH:28])([CH2:25][CH2:24][NH:23][C:2]1[CH:3]=[CH:4][C:5]2[N:6]([C:8]([C:11]3[CH:16]=[CH:15][CH:14]=[C:13]([O:17][C:18]([F:21])([F:20])[F:19])[CH:12]=3)=[CH:9][N:10]=2)[N:7]=1)[CH3:29].